Dataset: Catalyst prediction with 721,799 reactions and 888 catalyst types from USPTO. Task: Predict which catalyst facilitates the given reaction. Reactant: [CH2:1]([O:8][CH2:9][CH2:10][CH2:11][CH2:12][CH2:13][CH2:14][CH2:15][CH2:16][CH2:17][CH2:18][CH2:19][S:20]C(=O)C)[C:2]1[CH:7]=[CH:6][CH:5]=[CH:4][CH:3]=1.ClCCl.Cl. Product: [CH2:1]([O:8][CH2:9][CH2:10][CH2:11][CH2:12][CH2:13][CH2:14][CH2:15][CH2:16][CH2:17][CH2:18][CH2:19][SH:20])[C:2]1[CH:7]=[CH:6][CH:5]=[CH:4][CH:3]=1. The catalyst class is: 81.